Dataset: Reaction yield outcomes from USPTO patents with 853,638 reactions. Task: Predict the reaction yield, written as a fraction of the theoretical maximum amount of product (1.0 means a 100% yield; for example, 0.34 means a 34% yield). (1) The product is [CH3:13][O:12][CH2:11][CH2:10][CH2:9][O:8][C:6]1[CH:5]=[CH:4][N:3]=[C:2]([NH:18][C:17]2[CH:19]=[C:20]([B:22]3[O:26][C:25]([CH3:27])([CH3:28])[C:24]([CH3:30])([CH3:29])[O:23]3)[CH:21]=[C:15]([CH3:14])[CH:16]=2)[N:7]=1. The reactants are Cl[C:2]1[N:7]=[C:6]([O:8][CH2:9][CH2:10][CH2:11][O:12][CH3:13])[CH:5]=[CH:4][N:3]=1.[CH3:14][C:15]1[CH:16]=[C:17]([CH:19]=[C:20]([B:22]2[O:26][C:25]([CH3:28])([CH3:27])[C:24]([CH3:30])([CH3:29])[O:23]2)[CH:21]=1)[NH2:18].CS(O)(=O)=O. The catalyst is O1CCOCC1. The yield is 0.780. (2) The product is [CH2:16]([C@@H:14]1[NH:15][CH2:3][C@H:2]([C:6]2[S:7][CH:8]=[CH:9][CH:10]=2)[NH:1][C:13]1=[O:12])[CH:17]([CH3:19])[CH3:18]. The yield is 0.0800. The reactants are [NH2:1][C@@H:2]([C:6]1[S:7][CH:8]=[CH:9][CH:10]=1)[C:3](O)=O.C[O:12][C:13](=O)[C@H:14]([CH2:16][CH:17]([CH3:19])[CH3:18])[NH2:15].C([C@@H]1NC[C@H](CC(C)C)NC1=O)C(C)C. No catalyst specified. (3) The reactants are Br[C:2]1[CH:24]=[CH:23][C:5]2[C:6]3[N:10]([CH2:11][CH2:12][O:13][C:4]=2[CH:3]=1)[CH:9]=[C:8]([C:14]1[N:15]([CH:20]([CH3:22])[CH3:21])[N:16]=[C:17]([CH3:19])[N:18]=1)[N:7]=3.[CH:25]([N:28]1[CH2:33][CH2:32][CH:31]([SH:34])[CH2:30][CH2:29]1)([CH3:27])[CH3:26].CC1(C)C2C(=C(P(C3C=CC=CC=3)C3C=CC=CC=3)C=CC=2)OC2C(P(C3C=CC=CC=3)C3C=CC=CC=3)=CC=CC1=2.CCN(C(C)C)C(C)C. The catalyst is O1CCOCC1.C1C=CC(/C=C/C(/C=C/C2C=CC=CC=2)=O)=CC=1.C1C=CC(/C=C/C(/C=C/C2C=CC=CC=2)=O)=CC=1.C1C=CC(/C=C/C(/C=C/C2C=CC=CC=2)=O)=CC=1.[Pd].[Pd]. The product is [CH:20]([N:15]1[C:14]([C:8]2[N:7]=[C:6]3[N:10]([CH2:11][CH2:12][O:13][C:4]4[CH:3]=[C:2]([S:34][CH:31]5[CH2:32][CH2:33][N:28]([CH:25]([CH3:27])[CH3:26])[CH2:29][CH2:30]5)[CH:24]=[CH:23][C:5]=43)[CH:9]=2)=[N:18][C:17]([CH3:19])=[N:16]1)([CH3:22])[CH3:21]. The yield is 0.700. (4) The reactants are [CH3:1]O.S(Cl)(Cl)=O.[NH2:7][C:8]1[C:16]([Cl:17])=[CH:15][CH:14]=[CH:13][C:9]=1[C:10]([OH:12])=[O:11]. No catalyst specified. The product is [NH2:7][C:8]1[C:16]([Cl:17])=[CH:15][CH:14]=[CH:13][C:9]=1[C:10]([O:12][CH3:1])=[O:11]. The yield is 0.610.